Dataset: Choline transporter screen with 302,306 compounds. Task: Binary Classification. Given a drug SMILES string, predict its activity (active/inactive) in a high-throughput screening assay against a specified biological target. The molecule is O=C1N(C(=O)C2C1CC=CC2)CC(=O)Nc1ccc(c2n3CCCCCc3nn2)cc1. The result is 0 (inactive).